Dataset: Full USPTO retrosynthesis dataset with 1.9M reactions from patents (1976-2016). Task: Predict the reactants needed to synthesize the given product. Given the product [O:37]1[C:36]2[CH:40]=[CH:41][C:33]([C:32]#[C:31][C@@H:30]3[C@H:26]4[O:25][CH2:24][C@H:23]([NH2:20])[C@H:27]4[O:28][CH2:29]3)=[CH:34][C:35]=2[O:39][CH2:38]1, predict the reactants needed to synthesize it. The reactants are: C1(P(C2C=CC=CC=2)C2C=CC=CC=2)C=CC=CC=1.[N:20]([C@@H:23]1[C@H:27]2[O:28][CH2:29][C@H:30]([C:31]#[C:32][C:33]3[CH:41]=[CH:40][C:36]4[O:37][CH2:38][O:39][C:35]=4[CH:34]=3)[C@H:26]2[O:25][CH2:24]1)=[N+]=[N-].